This data is from NCI-60 drug combinations with 297,098 pairs across 59 cell lines. The task is: Regression. Given two drug SMILES strings and cell line genomic features, predict the synergy score measuring deviation from expected non-interaction effect. (1) Drug 1: CC1=C2C(C(=O)C3(C(CC4C(C3C(C(C2(C)C)(CC1OC(=O)C(C(C5=CC=CC=C5)NC(=O)OC(C)(C)C)O)O)OC(=O)C6=CC=CC=C6)(CO4)OC(=O)C)O)C)O. Drug 2: CC1=C(C(=CC=C1)Cl)NC(=O)C2=CN=C(S2)NC3=CC(=NC(=N3)C)N4CCN(CC4)CCO. Cell line: RXF 393. Synergy scores: CSS=7.90, Synergy_ZIP=0.937, Synergy_Bliss=4.58, Synergy_Loewe=2.49, Synergy_HSA=4.09. (2) Drug 1: CC1C(C(CC(O1)OC2CC(CC3=C2C(=C4C(=C3O)C(=O)C5=C(C4=O)C(=CC=C5)OC)O)(C(=O)CO)O)N)O.Cl. Drug 2: CCN(CC)CCCC(C)NC1=C2C=C(C=CC2=NC3=C1C=CC(=C3)Cl)OC. Cell line: NCI-H460. Synergy scores: CSS=22.8, Synergy_ZIP=-1.37, Synergy_Bliss=5.52, Synergy_Loewe=3.27, Synergy_HSA=5.85. (3) Drug 1: CCCS(=O)(=O)NC1=C(C(=C(C=C1)F)C(=O)C2=CNC3=C2C=C(C=N3)C4=CC=C(C=C4)Cl)F. Drug 2: CN(C(=O)NC(C=O)C(C(C(CO)O)O)O)N=O. Cell line: A498. Synergy scores: CSS=-3.60, Synergy_ZIP=-0.460, Synergy_Bliss=-4.46, Synergy_Loewe=-8.64, Synergy_HSA=-5.51. (4) Drug 1: C1CCN(CC1)CCOC2=CC=C(C=C2)C(=O)C3=C(SC4=C3C=CC(=C4)O)C5=CC=C(C=C5)O. Drug 2: C1C(C(OC1N2C=NC3=C2NC=NCC3O)CO)O. Cell line: HOP-92. Synergy scores: CSS=1.59, Synergy_ZIP=-2.06, Synergy_Bliss=-4.31, Synergy_Loewe=-2.94, Synergy_HSA=-4.18. (5) Drug 1: CC12CCC3C(C1CCC2O)C(CC4=C3C=CC(=C4)O)CCCCCCCCCS(=O)CCCC(C(F)(F)F)(F)F. Drug 2: C(CCl)NC(=O)N(CCCl)N=O. Cell line: SF-539. Synergy scores: CSS=5.90, Synergy_ZIP=-0.345, Synergy_Bliss=1.84, Synergy_Loewe=-4.45, Synergy_HSA=-2.79. (6) Drug 1: CNC(=O)C1=CC=CC=C1SC2=CC3=C(C=C2)C(=NN3)C=CC4=CC=CC=N4. Drug 2: CC(C1=C(C=CC(=C1Cl)F)Cl)OC2=C(N=CC(=C2)C3=CN(N=C3)C4CCNCC4)N. Cell line: SF-268. Synergy scores: CSS=5.62, Synergy_ZIP=-0.719, Synergy_Bliss=3.28, Synergy_Loewe=-0.389, Synergy_HSA=-0.115. (7) Drug 1: C1CN1P(=S)(N2CC2)N3CC3. Cell line: HOP-62. Drug 2: CC12CCC3C(C1CCC2OP(=O)(O)O)CCC4=C3C=CC(=C4)OC(=O)N(CCCl)CCCl.[Na+]. Synergy scores: CSS=11.2, Synergy_ZIP=-5.39, Synergy_Bliss=2.08, Synergy_Loewe=-15.8, Synergy_HSA=-2.77.